Predict which catalyst facilitates the given reaction. From a dataset of Catalyst prediction with 721,799 reactions and 888 catalyst types from USPTO. (1) The catalyst class is: 1. Product: [CH3:28][NH:29][C:2]1[N:3]=[C:4]([CH3:27])[CH:5]=[C:6]([S:8][CH2:9][C:10]2[C:11]([C:21]3[CH:22]=[CH:23][CH:24]=[CH:25][CH:26]=3)=[N:12][C:13]3[C:18]([CH:19]=2)=[CH:17][CH:16]=[CH:15][C:14]=3[CH3:20])[N:7]=1. Reactant: Cl[C:2]1[N:7]=[C:6]([S:8][CH2:9][C:10]2[C:11]([C:21]3[CH:26]=[CH:25][CH:24]=[CH:23][CH:22]=3)=[N:12][C:13]3[C:18]([CH:19]=2)=[CH:17][CH:16]=[CH:15][C:14]=3[CH3:20])[CH:5]=[C:4]([CH3:27])[N:3]=1.[CH3:28][NH2:29]. (2) Reactant: [Cl:1][C:2]1[CH:3]=[C:4]([CH:8]=[CH:9][N:10]=1)[C:5]([OH:7])=O.[CH2:11]([N:13]([CH2:17][CH3:18])[CH2:14][CH2:15][NH2:16])[CH3:12].C1C=CC2N(O)N=NC=2C=1.CCN=C=NCCCN(C)C.C(N(C(C)C)CC)(C)C. Product: [Cl:1][C:2]1[N:10]=[CH:9][CH:8]=[C:4]([CH:3]=1)[C:5]([NH:16][CH2:15][CH2:14][N:13]([CH2:17][CH3:18])[CH2:11][CH3:12])=[O:7]. The catalyst class is: 3. (3) Reactant: [CH2:1]([N:3]1[CH2:8][CH2:7][N:6]([C:9]2[C:18]3[C:13](=[CH:14][CH:15]=[CH:16][CH:17]=3)[CH:12]=[C:11](Br)[N:10]=2)[CH2:5][CH2:4]1)[CH3:2].[Li]CCCC.[CH:25]([C:27]1[CH:28]=[N:29][CH:30]=[CH:31][CH:32]=1)=[O:26]. Product: [CH2:1]([N:3]1[CH2:8][CH2:7][N:6]([C:9]2[C:18]3[C:13](=[CH:14][CH:15]=[CH:16][CH:17]=3)[CH:12]=[C:11]([CH:25]([C:27]3[CH:28]=[N:29][CH:30]=[CH:31][CH:32]=3)[OH:26])[N:10]=2)[CH2:5][CH2:4]1)[CH3:2]. The catalyst class is: 54. (4) Reactant: Br[CH2:2][C:3]1[N:7]([CH2:8][CH3:9])[N:6]([CH:10]2[CH2:15][CH2:14][CH2:13][CH2:12][CH2:11]2)[C:5](=[O:16])[C:4]=1[Cl:17].[Cl:18][C:19]1[CH:20]=[CH:21][C:22]([O:31][CH3:32])=[C:23]([N:25]2[CH2:30][CH2:29][NH:28][CH2:27][CH2:26]2)[CH:24]=1.C(=O)([O-])[O-].[K+].[K+]. Product: [Cl:17][C:4]1[C:5](=[O:16])[N:6]([CH:10]2[CH2:15][CH2:14][CH2:13][CH2:12][CH2:11]2)[N:7]([CH2:8][CH3:9])[C:3]=1[CH2:2][N:28]1[CH2:27][CH2:26][N:25]([C:23]2[CH:24]=[C:19]([Cl:18])[CH:20]=[CH:21][C:22]=2[O:31][CH3:32])[CH2:30][CH2:29]1. The catalyst class is: 10. (5) Reactant: C[O:2][C:3](=O)[CH:4]([C:29]1[CH:34]=[CH:33][C:32]([S:35][CH3:36])=[CH:31][CH:30]=1)[CH2:5][C:6]1[CH:11]=[CH:10][CH:9]=[C:8]([C:12]2[CH:13]=[C:14]([C:22]([S:25]([CH3:28])(=[O:27])=[O:26])([CH3:24])[CH3:23])[CH:15]=[C:16]3[C:21]=2[N:20]=[CH:19][CH:18]=[CH:17]3)[CH:7]=1.CC(C[Al]CC(C)C)C. Product: [CH3:28][S:25]([C:22]([C:14]1[CH:15]=[C:16]2[C:21](=[C:12]([C:8]3[CH:7]=[C:6]([CH2:5][CH:4]([C:29]4[CH:34]=[CH:33][C:32]([S:35][CH3:36])=[CH:31][CH:30]=4)[CH2:3][OH:2])[CH:11]=[CH:10][CH:9]=3)[CH:13]=1)[N:20]=[CH:19][CH:18]=[CH:17]2)([CH3:24])[CH3:23])(=[O:26])=[O:27]. The catalyst class is: 2. (6) Reactant: [CH3:1][N:2]([CH3:24])[C:3]([C:5]1[CH:10]=[CH:9][CH:8]=[CH:7][C:6]=1[N:11]1[CH2:16][CH2:15][N:14](CC2C=CC=CC=2)[CH2:13][CH2:12]1)=[O:4]. Product: [CH3:1][N:2]([CH3:24])[C:3]([C:5]1[CH:10]=[CH:9][CH:8]=[CH:7][C:6]=1[N:11]1[CH2:16][CH2:15][NH:14][CH2:13][CH2:12]1)=[O:4]. The catalyst class is: 43. (7) Product: [F:20][C:15]1[CH:16]=[CH:17][CH:18]=[CH:19][C:14]=1[CH2:13][N:5]1[C:6]([C:7]2[CH:12]=[CH:11][CH:10]=[CH:9][N:8]=2)=[C:2]([C:28]#[N:29])[C:3]([C:21]2[CH:26]=[CH:25][CH:24]=[CH:23][N:22]=2)=[N:4]1. Reactant: Br[C:2]1[C:3]([C:21]2[CH:26]=[CH:25][CH:24]=[CH:23][N:22]=2)=[N:4][N:5]([CH2:13][C:14]2[CH:19]=[CH:18][CH:17]=[CH:16][C:15]=2[F:20])[C:6]=1[C:7]1[CH:12]=[CH:11][CH:10]=[CH:9][N:8]=1.[Cu][C:28]#[N:29].[OH-].[NH4+]. The catalyst class is: 288. (8) Reactant: [Br:1][C:2]1[CH:10]=[CH:9][C:5]([CH2:6][CH2:7][OH:8])=[CH:4][CH:3]=1.C(N(CC)CC)C.[CH3:18][S:19](Cl)(=[O:21])=[O:20]. The catalyst class is: 2. Product: [CH3:18][S:19]([O:8][CH2:7][CH2:6][C:5]1[CH:9]=[CH:10][C:2]([Br:1])=[CH:3][CH:4]=1)(=[O:21])=[O:20]. (9) Reactant: [NH2:1][C:2]1[C:7]([OH:8])=[CH:6][C:5]([C:9]2[CH:14]=[CH:13][CH:12]=[CH:11][CH:10]=2)=[CH:4][N:3]=1.[H-].[Na+].[C:17](Cl)([C:30]1[CH:35]=[CH:34][CH:33]=[CH:32][CH:31]=1)([C:24]1[CH:29]=[CH:28][CH:27]=[CH:26][CH:25]=1)[C:18]1[CH:23]=[CH:22][CH:21]=[CH:20][CH:19]=1. Product: [C:9]1([C:5]2[CH:6]=[C:7]([OH:8])[C:2]([NH:1][C:17]([C:18]3[CH:23]=[CH:22][CH:21]=[CH:20][CH:19]=3)([C:30]3[CH:31]=[CH:32][CH:33]=[CH:34][CH:35]=3)[C:24]3[CH:25]=[CH:26][CH:27]=[CH:28][CH:29]=3)=[N:3][CH:4]=2)[CH:14]=[CH:13][CH:12]=[CH:11][CH:10]=1. The catalyst class is: 1.